From a dataset of Reaction yield outcomes from USPTO patents with 853,638 reactions. Predict the reaction yield, written as a fraction of the theoretical maximum amount of product (1.0 means a 100% yield; for example, 0.34 means a 34% yield). The reactants are [CH3:1][O:2][C:3]1[CH:4]=[C:5]2[C:10](=[CH:11][C:12]=1[O:13][CH3:14])[N:9]=[CH:8][CH:7]=[C:6]2[O:15][C:16]1[CH:21]=[CH:20][C:19]([NH:22][C:23]([NH2:25])=[S:24])=[CH:18][CH:17]=1.C(N(CC)CC)C.Br[CH:34]([CH3:38])[C:35](=O)[CH3:36].O. The catalyst is CN(C)C=O.C(OCC)(=O)C. The product is [CH3:1][O:2][C:3]1[CH:4]=[C:5]2[C:10](=[CH:11][C:12]=1[O:13][CH3:14])[N:9]=[CH:8][CH:7]=[C:6]2[O:15][C:16]1[CH:21]=[CH:20][C:19]([NH:22][C:23]2[S:24][C:34]([CH3:38])=[C:35]([CH3:36])[N:25]=2)=[CH:18][CH:17]=1. The yield is 0.730.